From a dataset of Full USPTO retrosynthesis dataset with 1.9M reactions from patents (1976-2016). Predict the reactants needed to synthesize the given product. Given the product [CH2:8]([O:3][CH:2]([CH3:4])[C:1]([O:6][CH3:7])=[O:5])[C:9]1[CH:14]=[CH:13][CH:12]=[CH:11][CH:10]=1, predict the reactants needed to synthesize it. The reactants are: [C:1]([O:6][CH3:7])(=[O:5])[CH:2]([CH3:4])[OH:3].[CH2:8](Cl)[C:9]1[CH:14]=[CH:13][CH:12]=[CH:11][CH:10]=1.CC(C)([O-])C.[Na+].